Predict the reactants needed to synthesize the given product. From a dataset of Full USPTO retrosynthesis dataset with 1.9M reactions from patents (1976-2016). (1) Given the product [Cl:1][C:2]1[C:7]([O:8][C:9]2[N:14]=[C:13]3[S:15][C:16]([NH:18][C:19](=[O:22])[CH2:20][N:50]4[CH2:51][CH2:52][N:47]([CH2:45][CH3:46])[CH2:48][CH2:49]4)=[N:17][C:12]3=[CH:11][CH:10]=2)=[CH:6][C:5]([NH:23][C:24](=[O:36])[C:25]2[CH:30]=[CH:29][CH:28]=[C:27]([C:31]([C:34]#[N:35])([CH3:32])[CH3:33])[CH:26]=2)=[C:4]([F:37])[CH:3]=1, predict the reactants needed to synthesize it. The reactants are: [Cl:1][C:2]1[C:7]([O:8][C:9]2[N:14]=[C:13]3[S:15][C:16]([NH:18][C:19](=[O:22])[CH2:20]Cl)=[N:17][C:12]3=[CH:11][CH:10]=2)=[CH:6][C:5]([NH:23][C:24](=[O:36])[C:25]2[CH:30]=[CH:29][CH:28]=[C:27]([C:31]([C:34]#[N:35])([CH3:33])[CH3:32])[CH:26]=2)=[C:4]([F:37])[CH:3]=1.C(N(CC)CC)C.[CH2:45]([N:47]1[CH2:52][CH2:51][NH:50][CH2:49][CH2:48]1)[CH3:46]. (2) Given the product [C:1]([C:5]1[CH:6]=[C:7]([NH:17][C:18]([NH:26][C:27]2[CH:32]=[N:31][C:30]([N:33]3[CH2:34][CH2:35][N:36]([C:39](=[O:44])[C:40]([CH3:42])([CH3:41])[CH3:43])[CH2:37][CH2:38]3)=[CH:29][C:28]=2[CH3:45])=[O:25])[N:8]([C:10]2[CH:15]=[CH:14][C:13]([CH3:16])=[CH:12][CH:11]=2)[N:9]=1)([CH3:3])([CH3:4])[CH3:2], predict the reactants needed to synthesize it. The reactants are: [C:1]([C:5]1[CH:6]=[C:7]([NH:17][C:18](=[O:25])OCC(Cl)(Cl)Cl)[N:8]([C:10]2[CH:15]=[CH:14][C:13]([CH3:16])=[CH:12][CH:11]=2)[N:9]=1)([CH3:4])([CH3:3])[CH3:2].[NH2:26][C:27]1[C:28]([CH3:45])=[CH:29][C:30]([N:33]2[CH2:38][CH2:37][N:36]([C:39](=[O:44])[C:40]([CH3:43])([CH3:42])[CH3:41])[CH2:35][CH2:34]2)=[N:31][CH:32]=1.C(=O)([O-])[O-].[K+].[K+]. (3) The reactants are: [Cl:1][C:2]1[CH:7]=[CH:6][C:5](/[C:8](=[C:15]2/[C:16](=[O:37])[N:17]([CH2:24][C:25]3[CH:30]=[C:29]([O:31]C)[C:28]([O:33]C)=[C:27]([O:35]C)[CH:26]=3)[C:18]3[C:23]/2=[CH:22][CH:21]=[CH:20][CH:19]=3)/[C:9]2[CH:14]=[CH:13][CH:12]=[CH:11][CH:10]=2)=[CH:4][CH:3]=1.ClC1C=CC(/C(=C2\C(=O)N(CC3C=C(OC)C(OC)=C(OC)C=3)C3C\2=CC=CC=3)/C2C=CC=CC=2)=CC=1.B(Br)(Br)Br. Given the product [Cl:1][C:2]1[CH:7]=[CH:6][C:5](/[C:8](=[C:15]2/[C:16](=[O:37])[N:17]([CH2:24][C:25]3[CH:26]=[C:27]([OH:35])[C:28]([OH:33])=[C:29]([OH:31])[CH:30]=3)[C:18]3[C:23]/2=[CH:22][CH:21]=[CH:20][CH:19]=3)/[C:9]2[CH:14]=[CH:13][CH:12]=[CH:11][CH:10]=2)=[CH:4][CH:3]=1, predict the reactants needed to synthesize it. (4) Given the product [F:11][C:10]([F:13])([F:12])[C:9]1[C:2]2[S:16][C:15]([C:14]([O:18][CH3:19])=[O:17])=[CH:4][C:3]=2[CH:6]=[CH:7][CH:8]=1, predict the reactants needed to synthesize it. The reactants are: F[C:2]1[C:9]([C:10]([F:13])([F:12])[F:11])=[CH:8][CH:7]=[CH:6][C:3]=1[CH:4]=O.[C:14]([O:18][CH3:19])(=[O:17])[CH2:15][SH:16].C(=O)([O-])[O-].[K+].[K+].CN(C=O)C. (5) Given the product [CH3:1][O:2][CH2:3][CH2:4][O:5][C:6]1[CH:11]=[CH:10][C:9]([CH2:12][CH2:13][C:14]([NH:16][S:17]([CH2:20][CH2:21][CH2:22][CH2:23][CH3:24])(=[O:19])=[O:18])=[O:15])=[C:8]([O:25][CH2:26][CH:27]2[CH2:31][CH2:30][CH2:29][O:28]2)[CH:7]=1, predict the reactants needed to synthesize it. The reactants are: [CH3:1][O:2][CH2:3][CH2:4][O:5][C:6]1[CH:11]=[CH:10][C:9](/[CH:12]=[CH:13]/[C:14]([NH:16][S:17]([CH2:20][CH2:21][CH2:22][CH2:23][CH3:24])(=[O:19])=[O:18])=[O:15])=[C:8]([O:25][CH2:26][CH:27]2[CH2:31][CH2:30][CH2:29][O:28]2)[CH:7]=1. (6) The reactants are: O1CCCCC1[N:7]1[C:15]2[C:10](=[CH:11][C:12]([C:16]3[N:20]=[CH:19][N:18](C(C4C=CC=CC=4)(C4C=CC=CC=4)C4C=CC=CC=4)[N:17]=3)=[CH:13][CH:14]=2)[C:9]([C:40]2[CH:41]=[C:42]([NH:46][C:47]([C:49]3[CH:54]=[CH:53][CH:52]=[CH:51][N:50]=3)=[O:48])[CH:43]=[CH:44][CH:45]=2)=[N:8]1. Given the product [NH:18]1[CH:19]=[N:20][C:16]([C:12]2[CH:11]=[C:10]3[C:15](=[CH:14][CH:13]=2)[NH:7][N:8]=[C:9]3[C:40]2[CH:41]=[C:42]([NH:46][C:47]([C:49]3[CH:54]=[CH:53][CH:52]=[CH:51][N:50]=3)=[O:48])[CH:43]=[CH:44][CH:45]=2)=[N:17]1, predict the reactants needed to synthesize it. (7) Given the product [CH2:17]([CH:11]([CH2:12][OH:13])[CH2:10][OH:9])[CH2:18][CH:19]=[CH2:20], predict the reactants needed to synthesize it. The reactants are: [H-].[Al+3].[Li+].[H-].[H-].[H-].C([O:9][C:10](=O)[CH:11]([CH2:17][CH2:18][CH:19]=[CH2:20])[C:12](OCC)=[O:13])C.[OH-].[Na+].Cl. (8) Given the product [F:1][C:2]1[CH:3]=[C:4]([CH:7]=[CH:8][C:9]=1[O:10][CH3:11])[CH2:5][NH:6][C:41]([C:37]1[CH:36]=[C:35]2[C:40](=[CH:39][CH:38]=1)[N:32]([CH2:31][C:28]1[CH:27]=[CH:26][C:25]([C:20]3[C:19]([C:17]([OH:18])=[O:16])=[CH:24][CH:23]=[CH:22][CH:21]=3)=[CH:30][CH:29]=1)[C:33]([CH3:45])=[C:34]2[CH3:44])=[O:42], predict the reactants needed to synthesize it. The reactants are: [F:1][C:2]1[CH:3]=[C:4]([CH:7]=[CH:8][C:9]=1[O:10][CH3:11])[CH2:5][NH2:6].C([O:16][C:17]([C:19]1[CH:24]=[CH:23][CH:22]=[CH:21][C:20]=1[C:25]1[CH:30]=[CH:29][C:28]([CH2:31][N:32]2[C:40]3[C:35](=[CH:36][C:37]([C:41](O)=[O:42])=[CH:38][CH:39]=3)[C:34]([CH3:44])=[C:33]2[CH3:45])=[CH:27][CH:26]=1)=[O:18])(C)(C)C.